From a dataset of Full USPTO retrosynthesis dataset with 1.9M reactions from patents (1976-2016). Predict the reactants needed to synthesize the given product. (1) Given the product [CH2:13]([CH:15]1[CH2:16][N:17]([C:2]2[C:11]3[C:6](=[CH:7][CH:8]=[CH:9][CH:10]=3)[C:5](=[O:12])[NH:4][N:3]=2)[CH2:18][CH2:19][O:20]1)[CH3:14], predict the reactants needed to synthesize it. The reactants are: Cl[C:2]1[C:11]2[C:6](=[CH:7][CH:8]=[CH:9][CH:10]=2)[C:5](=[O:12])[NH:4][N:3]=1.[CH2:13]([CH:15]1[O:20][CH2:19][CH2:18][NH:17][CH2:16]1)[CH3:14]. (2) Given the product [CH2:61]([O:60][C:58]([CH:55]1[CH:54]([CH2:53][CH:52]=[CH2:57])[C:6]2[C:5](=[CH:14][CH:13]=[C:12]([O:11][CH2:10][C:15]3[CH:20]=[CH:19][CH:18]=[CH:17][CH:16]=3)[CH:7]=2)[O:4][C:3]1=[O:2])=[O:59])[CH3:29], predict the reactants needed to synthesize it. The reactants are: C[O:2][CH2:3][O:4][C:5]1[CH:14]=[CH:13][C:12]2[O:11][CH:10]([C:15]3[CH:20]=[CH:19][C:18](OCOC)=[CH:17][CH:16]=3)C3CC(O)CC3[C:7]=2[CH:6]=1.[CH2:29]([Mg]Cl)C=C.CCOCC.C([O-])(O)=O.[Na+].C(C1CC2C(C3C=CC(OCOC)=CC=3)O[C:52]3[CH:53]=[CH:54][C:55]([C:58]([O:60][CH3:61])=[O:59])=C[C:57]=3C2C1)C. (3) Given the product [CH3:18][O:17][C:15](=[O:16])[C:14]1[CH:19]=[CH:20][C:11]([O:10][C:2]2[CH:7]=[N:6][C:5]([O:8][CH3:9])=[CH:4][CH:3]=2)=[CH:12][CH:13]=1, predict the reactants needed to synthesize it. The reactants are: Br[C:2]1[CH:3]=[CH:4][C:5]([O:8][CH3:9])=[N:6][CH:7]=1.[OH:10][C:11]1[CH:20]=[CH:19][C:14]([C:15]([O:17][CH3:18])=[O:16])=[CH:13][CH:12]=1.C([O-])([O-])=O.[K+].[K+].Cl. (4) Given the product [CH:26]1([CH2:25][N:21]2[CH2:22][CH2:23][C@H:19]([O:18][C:14]3[CH:15]=[C:16]4[C:11](=[CH:12][CH:13]=3)[NH:10][C:9]([C:7]([N:1]3[CH2:2][CH2:3][O:4][CH2:5][CH2:6]3)=[O:8])=[CH:17]4)[CH2:20]2)[CH2:28][CH2:27]1, predict the reactants needed to synthesize it. The reactants are: [N:1]1([C:7]([C:9]2[NH:10][C:11]3[C:16]([CH:17]=2)=[CH:15][C:14]([O:18][C@H:19]2[CH2:23][CH2:22][NH:21][CH2:20]2)=[CH:13][CH:12]=3)=[O:8])[CH2:6][CH2:5][O:4][CH2:3][CH2:2]1.Br[CH2:25][CH:26]1[CH2:28][CH2:27]1. (5) Given the product [CH3:1][O:2][C@@H:3]1[O:27][C@H:26]([CH2:28][O:29][CH2:30][C:31]2[CH:36]=[CH:35][C:34]([Cl:37])=[CH:33][C:32]=2[Cl:38])[C@@H:15]([O:16][CH2:17][C:18]2[CH:23]=[CH:22][C:21]([Cl:24])=[CH:20][C:19]=2[Cl:25])[C@H:4]1[OH:5], predict the reactants needed to synthesize it. The reactants are: [CH3:1][O:2][C@@H:3]1[O:27][C@H:26]([CH2:28][O:29][CH2:30][C:31]2[CH:36]=[CH:35][C:34]([Cl:37])=[CH:33][C:32]=2[Cl:38])[C@@H:15]([O:16][CH2:17][C:18]2[CH:23]=[CH:22][C:21]([Cl:24])=[CH:20][C:19]=2[Cl:25])[C@H:4]1[O:5]CC1C=CC(Cl)=CC=1Cl.